From a dataset of Full USPTO retrosynthesis dataset with 1.9M reactions from patents (1976-2016). Predict the reactants needed to synthesize the given product. (1) Given the product [S:52]1[CH:53]=[CH:54][CH:55]=[C:51]1[C:49]([C:48]1[CH:47]=[N:46][N:45]2[C:40]([C:36]3[CH:35]=[C:34]([NH:33][C:2](=[O:3])[O:24][CH2:23][CH2:22][CH2:21][N:18]4[CH2:19][CH2:20][S:15](=[O:14])(=[O:25])[CH2:16][CH2:17]4)[CH:39]=[CH:38][CH:37]=3)=[CH:41][CH:42]=[N:43][C:44]=12)=[O:50], predict the reactants needed to synthesize it. The reactants are: Cl[C:2](OC1C=CC([N+]([O-])=O)=CC=1)=[O:3].[O:14]=[S:15]1(=[O:25])[CH2:20][CH2:19][N:18]([CH2:21][CH2:22][CH2:23][OH:24])[CH2:17][CH2:16]1.CN1CCOCC1.[NH2:33][C:34]1[CH:35]=[C:36]([C:40]2[N:45]3[N:46]=[CH:47][C:48]([C:49]([C:51]4[S:52][CH:53]=[CH:54][CH:55]=4)=[O:50])=[C:44]3[N:43]=[CH:42][CH:41]=2)[CH:37]=[CH:38][CH:39]=1. (2) The reactants are: Cl[C:2]1[CH:7]=[C:6]([C:8]([F:11])([F:10])[F:9])[N:5]=[C:4]([O:12][CH:13]2[CH2:17][CH2:16][CH2:15][CH2:14]2)[N:3]=1.CC1(C)C(C)(C)OB([CH2:26][C:27]2[CH:32]=[CH:31][C:30]([CH2:33][C:34]([O:36][CH3:37])=[O:35])=[CH:29][CH:28]=2)O1.C([O-])([O-])=O.[Na+].[Na+].O1CCOCC1. Given the product [CH:13]1([O:12][C:4]2[N:3]=[C:2]([CH2:26][C:27]3[CH:28]=[CH:29][C:30]([CH2:33][C:34]([O:36][CH3:37])=[O:35])=[CH:31][CH:32]=3)[CH:7]=[C:6]([C:8]([F:11])([F:10])[F:9])[N:5]=2)[CH2:17][CH2:16][CH2:15][CH2:14]1, predict the reactants needed to synthesize it. (3) Given the product [Cl:1][C:2]1[CH:7]=[CH:6][C:5]([C:8](=[O:10])[CH2:9][C:14]([O:15][CH2:16][CH3:17])=[O:18])=[CH:4][C:3]=1[CH3:11], predict the reactants needed to synthesize it. The reactants are: [Cl:1][C:2]1[CH:7]=[CH:6][C:5]([C:8](=[O:10])[CH3:9])=[CH:4][C:3]=1[CH3:11].[H-].[Na+].[C:14](=O)([O:18]CC)[O:15][CH2:16][CH3:17].Cl. (4) Given the product [F:1][C:2]1[CH:7]=[C:6]([F:8])[CH:5]=[CH:4][C:3]=1[CH2:9][O:10][C:12]1[CH:22]=[C:16]2[N:17]([CH3:21])[CH2:18][CH2:19][CH2:20][N:15]2[C:14](=[O:23])[N:13]=1, predict the reactants needed to synthesize it. The reactants are: [F:1][C:2]1[CH:7]=[C:6]([F:8])[CH:5]=[CH:4][C:3]=1[CH2:9][OH:10].Cl[C:12]1[CH:22]=[C:16]2[N:17]([CH3:21])[CH2:18][CH2:19][CH2:20][N:15]2[C:14](=[O:23])[N:13]=1. (5) The reactants are: [CH3:1][N:2]([CH:13]1[CH2:18][CH2:17][NH:16][CH2:15][CH2:14]1)[C:3](=[O:12])[O:4][CH2:5][C:6]1[CH:11]=[CH:10][CH:9]=[CH:8][CH:7]=1.Br[C:20]1[CH:21]=[CH:22][C:23]([N:26]([CH3:28])[CH3:27])=[N:24][CH:25]=1. Given the product [CH3:27][N:26]([CH3:28])[C:23]1[N:24]=[CH:25][C:20]([N:16]2[CH2:15][CH2:14][CH:13]([N:2]([CH3:1])[C:3](=[O:12])[O:4][CH2:5][C:6]3[CH:11]=[CH:10][CH:9]=[CH:8][CH:7]=3)[CH2:18][CH2:17]2)=[CH:21][CH:22]=1, predict the reactants needed to synthesize it. (6) Given the product [N+:20]([C:23]1[CH:41]=[CH:40][C:26]([CH2:27][O:28][C:29]([C:31]2[N:32]3[CH:35]([S:36][CH:37]=2)[C:34]([CH:15]([O:16][C:42](=[O:44])[CH3:43])[C:7]2[N:6]=[C:5]4[N:9]([C:10]5[CH2:11][CH2:12][CH2:13][C:14]=5[C:3]([O:2][CH3:1])=[N:4]4)[CH:8]=2)([Br:38])[C:33]3=[O:39])=[O:30])=[CH:25][CH:24]=1)([O-:22])=[O:21], predict the reactants needed to synthesize it. The reactants are: [CH3:1][O:2][C:3]1[C:14]2[CH2:13][CH2:12][CH2:11][C:10]=2[N:9]2[C:5](=[N:6][C:7]([CH:15]=[O:16])=[CH:8]2)[N:4]=1.[Br-].[Mg+2].[Br-].[N+:20]([C:23]1[CH:41]=[CH:40][C:26]([CH2:27][O:28][C:29]([C:31]2[N:32]3[CH:35]([S:36][CH:37]=2)[CH:34]([Br:38])[C:33]3=[O:39])=[O:30])=[CH:25][CH:24]=1)([O-:22])=[O:21].[C:42](OC(=O)C)(=[O:44])[CH3:43]. (7) Given the product [Cl:21][C:18]1[CH:17]=[CH:16][C:15]([C:6]2[CH:7]([C:9]3[CH:14]=[CH:13][CH:12]=[CH:11][CH:10]=3)[CH2:8][N:4]([CH2:3][CH2:2][NH:1][S:39]([C:35]3[CH:36]=[CH:37][CH:38]=[C:33]([C:32]([F:31])([F:43])[F:44])[CH:34]=3)(=[O:41])=[O:40])[N:5]=2)=[CH:20][CH:19]=1, predict the reactants needed to synthesize it. The reactants are: [NH2:1][CH2:2][CH2:3][N:4]1[CH2:8][CH:7]([C:9]2[CH:14]=[CH:13][CH:12]=[CH:11][CH:10]=2)[C:6]([C:15]2[CH:20]=[CH:19][C:18]([Cl:21])=[CH:17][CH:16]=2)=[N:5]1.C(N(C(C)C)CC)(C)C.[F:31][C:32]([F:44])([F:43])[C:33]1[CH:34]=[C:35]([S:39](Cl)(=[O:41])=[O:40])[CH:36]=[CH:37][CH:38]=1. (8) Given the product [CH3:15][O:16][C:17](=[O:29])[CH2:18][C@H:19]1[C:23]2[CH:24]=[CH:25][C:26]([O:13][C@H:8]3[C:9]4[C:5](=[C:4]([O:3][CH:2]([F:14])[F:1])[CH:12]=[CH:11][CH:10]=4)[CH2:6][CH2:7]3)=[CH:27][C:22]=2[O:21][CH2:20]1, predict the reactants needed to synthesize it. The reactants are: [F:1][CH:2]([F:14])[O:3][C:4]1[CH:12]=[CH:11][CH:10]=[C:9]2[C:5]=1[CH2:6][CH2:7][C@@H:8]2[OH:13].[CH3:15][O:16][C:17](=[O:29])[CH2:18][C@H:19]1[C:23]2[CH:24]=[CH:25][C:26](O)=[CH:27][C:22]=2[O:21][CH2:20]1.